This data is from NCI-60 drug combinations with 297,098 pairs across 59 cell lines. The task is: Regression. Given two drug SMILES strings and cell line genomic features, predict the synergy score measuring deviation from expected non-interaction effect. (1) Drug 1: CCC1=CC2CC(C3=C(CN(C2)C1)C4=CC=CC=C4N3)(C5=C(C=C6C(=C5)C78CCN9C7C(C=CC9)(C(C(C8N6C)(C(=O)OC)O)OC(=O)C)CC)OC)C(=O)OC.C(C(C(=O)O)O)(C(=O)O)O. Drug 2: CC(C)CN1C=NC2=C1C3=CC=CC=C3N=C2N. Cell line: HOP-62. Synergy scores: CSS=15.5, Synergy_ZIP=-1.33, Synergy_Bliss=0.541, Synergy_Loewe=-17.4, Synergy_HSA=-2.05. (2) Drug 1: C1=CC(=CC=C1CC(C(=O)O)N)N(CCCl)CCCl.Cl. Drug 2: C1CC(=O)NC(=O)C1N2C(=O)C3=CC=CC=C3C2=O. Cell line: UACC-257. Synergy scores: CSS=-0.703, Synergy_ZIP=0.505, Synergy_Bliss=1.56, Synergy_Loewe=-2.48, Synergy_HSA=-2.14. (3) Drug 1: C1CC(C1)(C(=O)O)C(=O)O.[NH2-].[NH2-].[Pt+2]. Drug 2: CC1CCCC2(C(O2)CC(NC(=O)CC(C(C(=O)C(C1O)C)(C)C)O)C(=CC3=CSC(=N3)C)C)C. Cell line: SNB-75. Synergy scores: CSS=47.3, Synergy_ZIP=3.46, Synergy_Bliss=5.06, Synergy_Loewe=-33.5, Synergy_HSA=4.37. (4) Drug 1: CC1=C(C=C(C=C1)NC(=O)C2=CC=C(C=C2)CN3CCN(CC3)C)NC4=NC=CC(=N4)C5=CN=CC=C5. Drug 2: CC1CCCC2(C(O2)CC(NC(=O)CC(C(C(=O)C(C1O)C)(C)C)O)C(=CC3=CSC(=N3)C)C)C. Cell line: MDA-MB-231. Synergy scores: CSS=37.5, Synergy_ZIP=-0.951, Synergy_Bliss=0.758, Synergy_Loewe=-1.07, Synergy_HSA=4.87. (5) Drug 2: C1=CN(C(=O)N=C1N)C2C(C(C(O2)CO)O)O.Cl. Drug 1: CC(C1=C(C=CC(=C1Cl)F)Cl)OC2=C(N=CC(=C2)C3=CN(N=C3)C4CCNCC4)N. Cell line: A549. Synergy scores: CSS=47.9, Synergy_ZIP=-4.67, Synergy_Bliss=-4.53, Synergy_Loewe=-8.32, Synergy_HSA=-1.80.